Task: Regression. Given two drug SMILES strings and cell line genomic features, predict the synergy score measuring deviation from expected non-interaction effect.. Dataset: NCI-60 drug combinations with 297,098 pairs across 59 cell lines (1) Drug 1: CC1=C(C(=CC=C1)Cl)NC(=O)C2=CN=C(S2)NC3=CC(=NC(=N3)C)N4CCN(CC4)CCO. Drug 2: C1CN(P(=O)(OC1)NCCCl)CCCl. Cell line: NCI-H226. Synergy scores: CSS=2.54, Synergy_ZIP=-1.80, Synergy_Bliss=-0.211, Synergy_Loewe=-4.64, Synergy_HSA=-0.177. (2) Drug 1: CC1C(C(=O)NC(C(=O)N2CCCC2C(=O)N(CC(=O)N(C(C(=O)O1)C(C)C)C)C)C(C)C)NC(=O)C3=C4C(=C(C=C3)C)OC5=C(C(=O)C(=C(C5=N4)C(=O)NC6C(OC(=O)C(N(C(=O)CN(C(=O)C7CCCN7C(=O)C(NC6=O)C(C)C)C)C)C(C)C)C)N)C. Drug 2: CN1C(=O)N2C=NC(=C2N=N1)C(=O)N. Cell line: MALME-3M. Synergy scores: CSS=4.71, Synergy_ZIP=1.65, Synergy_Bliss=-0.746, Synergy_Loewe=-20.2, Synergy_HSA=-7.88. (3) Drug 1: CC12CCC3C(C1CCC2O)C(CC4=C3C=CC(=C4)O)CCCCCCCCCS(=O)CCCC(C(F)(F)F)(F)F. Drug 2: C1CN(P(=O)(OC1)NCCCl)CCCl. Cell line: HCC-2998. Synergy scores: CSS=2.41, Synergy_ZIP=-0.0510, Synergy_Bliss=-0.801, Synergy_Loewe=2.85, Synergy_HSA=-4.95. (4) Drug 1: CC1=C2C(C(=O)C3(C(CC4C(C3C(C(C2(C)C)(CC1OC(=O)C(C(C5=CC=CC=C5)NC(=O)OC(C)(C)C)O)O)OC(=O)C6=CC=CC=C6)(CO4)OC(=O)C)OC)C)OC. Drug 2: CS(=O)(=O)OCCCCOS(=O)(=O)C. Cell line: SNB-19. Synergy scores: CSS=36.6, Synergy_ZIP=0.668, Synergy_Bliss=-0.819, Synergy_Loewe=-14.4, Synergy_HSA=1.24.